This data is from Forward reaction prediction with 1.9M reactions from USPTO patents (1976-2016). The task is: Predict the product of the given reaction. (1) Given the reactants [C:1]([O:4][C@@H:5]1[C@@H:18]([O:19][C:20](=[O:22])[CH3:21])[C@H:17]([O:23][C:24](=[O:26])[CH3:25])[CH2:16][S:15][C@H:6]1[O:7][C:8]1[CH:13]=[CH:12][N:11]=[C:10](Br)[CH:9]=1)(=[O:3])[CH3:2].[N:27]1[CH:32]=[CH:31][C:30](B(O)O)=[CH:29][CH:28]=1, predict the reaction product. The product is: [C:1]([O:4][C@@H:5]1[C@@H:18]([O:19][C:20](=[O:22])[CH3:21])[C@H:17]([O:23][C:24](=[O:26])[CH3:25])[CH2:16][S:15][C@H:6]1[O:7][C:8]1[CH:13]=[CH:12][N:11]=[C:10]([C:30]2[CH:31]=[CH:32][N:27]=[CH:28][CH:29]=2)[CH:9]=1)(=[O:3])[CH3:2]. (2) The product is: [CH3:39][NH:40][C:28]([C:25]1([C:21]2[CH:20]=[C:19]([C:16]3[CH:17]=[CH:18][C:13]([C@@H:11]([N:7]4[CH2:6][CH2:5][C@:4]([CH2:3][C:2]([OH:1])([CH3:37])[CH3:38])([C:31]5[CH:32]=[CH:33][CH:34]=[CH:35][CH:36]=5)[O:9][C:8]4=[O:10])[CH3:12])=[CH:14][CH:15]=3)[CH:24]=[CH:23][N:22]=2)[CH2:27][CH2:26]1)=[O:29]. Given the reactants [OH:1][C:2]([CH3:38])([CH3:37])[CH2:3][C@@:4]1([C:31]2[CH:36]=[CH:35][CH:34]=[CH:33][CH:32]=2)[O:9][C:8](=[O:10])[N:7]([C@H:11]([C:13]2[CH:18]=[CH:17][C:16]([C:19]3[CH:24]=[CH:23][N:22]=[C:21]([C:25]4([C:28](O)=[O:29])[CH2:27][CH2:26]4)[CH:20]=3)=[CH:15][CH:14]=2)[CH3:12])[CH2:6][CH2:5]1.[CH3:39][NH2:40], predict the reaction product. (3) Given the reactants [C:1]([O:5][C:6]([N:8]1[CH2:12][C@@H:11]([N:13]([CH2:26][C:27]2[CH:32]=[C:31]([C:33]([F:36])([F:35])[F:34])[CH:30]=[C:29]([C:37]([F:40])([F:39])[F:38])[CH:28]=2)[C:14]2[N:19]=[CH:18][C:17]([C:20]3[CH:21]=[N:22][N:23]([CH3:25])[CH:24]=3)=[CH:16][N:15]=2)[CH2:10][C@H:9]1[CH2:41][CH3:42])=[O:7])(C)([CH3:3])[CH3:2].FC(F)(F)C(O)=O.C(N(CC)C(C)C)(C)C.ClC(OC(C)C)=O, predict the reaction product. The product is: [CH:1]([O:5][C:6]([N:8]1[CH2:12][C@@H:11]([N:13]([CH2:26][C:27]2[CH:32]=[C:31]([C:33]([F:34])([F:35])[F:36])[CH:30]=[C:29]([C:37]([F:38])([F:39])[F:40])[CH:28]=2)[C:14]2[N:15]=[CH:16][C:17]([C:20]3[CH:21]=[N:22][N:23]([CH3:25])[CH:24]=3)=[CH:18][N:19]=2)[CH2:10][C@H:9]1[CH2:41][CH3:42])=[O:7])([CH3:3])[CH3:2]. (4) The product is: [F:17][C:18]1[CH:19]=[C:20]([N+:25]([O-:27])=[O:26])[CH:21]=[CH:22][C:23]=1[N:5]1[CH2:6][CH2:7][C@@H:3]([OH:2])[CH2:4]1. Given the reactants Cl.[OH:2][C@@H:3]1[CH2:7][CH2:6][NH:5][CH2:4]1.C(N(CC)C(C)C)(C)C.[F:17][C:18]1[CH:19]=[C:20]([N+:25]([O-:27])=[O:26])[CH:21]=[CH:22][C:23]=1F, predict the reaction product. (5) The product is: [C:24]([CH2:25][CH2:15][CH2:14][N:11]([CH3:12])[C:6]([CH:2]1[CH2:3][CH2:4][CH2:5][O:1]1)=[O:8])#[N:23]. Given the reactants [O:1]1[CH2:5][CH2:4][CH2:3][CH:2]1[C:6]([OH:8])=O.CC[N:11]([CH2:14][CH3:15])[CH2:12]C.ClC(OCC)=O.C[NH:23][CH2:24][CH2:25]C#N, predict the reaction product. (6) Given the reactants Cl.[CH3:2][O:3][C:4](=[O:11])[C@H:5]([CH2:7][CH2:8][CH2:9][CH3:10])[NH2:6].[C:12](O)(=[O:17])[CH2:13][CH2:14][CH:15]=[CH2:16].C(Cl)CCl.C1C=CC2N(O)N=NC=2C=1, predict the reaction product. The product is: [CH3:2][O:3][C:4](=[O:11])[C@H:5]([CH2:7][CH2:8][CH2:9][CH3:10])[NH:6][C:12](=[O:17])[CH2:13][CH2:14][CH:15]=[CH2:16]. (7) Given the reactants [NH2:1][C:2]1[C:3]([C:17]([O:19][CH3:20])=[O:18])=[N:4][C:5](B2OC(C)(C)C(C)(C)O2)=[CH:6][N:7]=1.Br[C:22]1[C:27]([C:28]([F:31])([F:30])[F:29])=[C:26]([O:32][CH3:33])[CH:25]=[CH:24][N:23]=1.P([O-])([O-])([O-])=O.[K+].[K+].[K+].ClC1C(P(C2CCCCC2)C2CCCCC2)=C(C2C(C(C)C)=CC(C(C)C)=CC=2C(C)C)C=CC=1.[Cl-].[NH4+], predict the reaction product. The product is: [NH2:1][C:2]1[C:3]([C:17]([O:19][CH3:20])=[O:18])=[N:4][C:5]([C:22]2[C:27]([C:28]([F:30])([F:31])[F:29])=[C:26]([O:32][CH3:33])[CH:25]=[CH:24][N:23]=2)=[CH:6][N:7]=1.